From a dataset of Forward reaction prediction with 1.9M reactions from USPTO patents (1976-2016). Predict the product of the given reaction. (1) Given the reactants [CH3:1][N:2]([CH3:14])[C:3]([C:5]1[CH:10]=[CH:9][C:8](B(O)O)=[CH:7][CH:6]=1)=[O:4].Cl[C:16]1[N:21]=[CH:20][C:19]([CH2:22][NH:23][CH:24]2[CH2:29][CH2:28][N:27]([C:30]([O:32][C:33]([CH3:36])([CH3:35])[CH3:34])=[O:31])[CH2:26][CH2:25]2)=[CH:18][CH:17]=1, predict the reaction product. The product is: [CH3:1][N:2]([CH3:14])[C:3]([C:5]1[CH:10]=[CH:9][C:8]([C:16]2[N:21]=[CH:20][C:19]([CH2:22][NH:23][CH:24]3[CH2:25][CH2:26][N:27]([C:30]([O:32][C:33]([CH3:36])([CH3:35])[CH3:34])=[O:31])[CH2:28][CH2:29]3)=[CH:18][CH:17]=2)=[CH:7][CH:6]=1)=[O:4]. (2) Given the reactants [NH:1]1[C:9]2[C:4](=[CH:5][CH:6]=[CH:7][CH:8]=2)[C:3]([CH:10]2[CH2:15][CH2:14][N:13]([CH2:16][CH2:17][O:18][C:19]3[CH:28]=[CH:27][CH:26]=[CH:25][C:20]=3[C:21]([O:23]C)=[O:22])[CH2:12][CH2:11]2)=[CH:2]1.[H-].[Na+].[CH3:31][CH:32]([CH3:36])[CH2:33][CH2:34]I, predict the reaction product. The product is: [CH3:31][CH:32]([CH3:36])[CH2:33][CH2:34][N:1]1[C:9]2[C:4](=[CH:5][CH:6]=[CH:7][CH:8]=2)[C:3]([CH:10]2[CH2:15][CH2:14][N:13]([CH2:16][CH2:17][O:18][C:19]3[CH:28]=[CH:27][CH:26]=[CH:25][C:20]=3[C:21]([OH:23])=[O:22])[CH2:12][CH2:11]2)=[CH:2]1. (3) Given the reactants [F:1][C:2]1[CH:3]=[CH:4][C:5]([C:8]2[C:12]([CH2:13][CH2:14][C:15]3[S:16][C:17]([C:21]([OH:23])=O)=[C:18]([CH3:20])[N:19]=3)=[C:11]([CH3:24])[O:10][N:9]=2)=[N:6][CH:7]=1.[F:25][C:26]([F:30])([F:29])[CH2:27][NH2:28], predict the reaction product. The product is: [F:25][C:26]([F:30])([F:29])[CH2:27][NH:28][C:21]([C:17]1[S:16][C:15]([CH2:14][CH2:13][C:12]2[C:8]([C:5]3[CH:4]=[CH:3][C:2]([F:1])=[CH:7][N:6]=3)=[N:9][O:10][C:11]=2[CH3:24])=[N:19][C:18]=1[CH3:20])=[O:23].